Dataset: Reaction yield outcomes from USPTO patents with 853,638 reactions. Task: Predict the reaction yield, written as a fraction of the theoretical maximum amount of product (1.0 means a 100% yield; for example, 0.34 means a 34% yield). The reactants are Cl[C:2]1[CH:7]=[C:6]([Cl:8])[N:5]=[C:4]([CH3:9])[N:3]=1.[NH:10]1[CH2:15][CH2:14][CH:13]([OH:16])[CH2:12][CH2:11]1.C(N(CC)C(C)C)(C)C. The catalyst is O1CCOCC1. The product is [Cl:8][C:6]1[N:5]=[C:4]([CH3:9])[N:3]=[C:2]([N:10]2[CH2:15][CH2:14][CH:13]([OH:16])[CH2:12][CH2:11]2)[CH:7]=1. The yield is 0.980.